Dataset: Forward reaction prediction with 1.9M reactions from USPTO patents (1976-2016). Task: Predict the product of the given reaction. (1) Given the reactants [CH3:1][O:2][C:3]1[CH:4]=[C:5]([CH:23]=[CH:24][CH:25]=1)[CH2:6][C:7]1[C:16]2[C:11](=[CH:12][C:13]([O:19][CH3:20])=[C:14]([O:17][CH3:18])[CH:15]=2)[C:10]([CH2:21]Cl)=[CH:9][N:8]=1.[C-:26]#[N:27].[Na+].[I-].[Na+], predict the reaction product. The product is: [CH3:1][O:2][C:3]1[CH:4]=[C:5]([CH:23]=[CH:24][CH:25]=1)[CH2:6][C:7]1[C:16]2[C:11](=[CH:12][C:13]([O:19][CH3:20])=[C:14]([O:17][CH3:18])[CH:15]=2)[C:10]([CH2:21][C:26]#[N:27])=[CH:9][N:8]=1. (2) Given the reactants [Br:1][C:2]1[C:3](=[O:31])[N:4]([C:23]2[C:28]([F:29])=[CH:27][CH:26]=[CH:25][C:24]=2[F:30])[C:5]([CH3:22])=[CH:6][C:7]=1[O:8][CH2:9][C:10]1[CH:20]=[CH:19][C:18]([F:21])=[CH:17][C:11]=1[O:12][CH2:13][C:14](O)=[O:15].C[N:33]1CCO[CH2:35][CH2:34]1.ClC(OCC(C)C)=O.C(N)C, predict the reaction product. The product is: [Br:1][C:2]1[C:3](=[O:31])[N:4]([C:23]2[C:28]([F:29])=[CH:27][CH:26]=[CH:25][C:24]=2[F:30])[C:5]([CH3:22])=[CH:6][C:7]=1[O:8][CH2:9][C:10]1[CH:20]=[CH:19][C:18]([F:21])=[CH:17][C:11]=1[O:12][CH2:13][C:14]([NH:33][CH2:34][CH3:35])=[O:15]. (3) Given the reactants [OH:1][C:2]1[CH:7]=[C:6]([CH3:8])[CH:5]=[C:4]([F:9])[C:3]=1[C:10]([C:12]1[CH:17]=[CH:16][C:15]([O:18][CH3:19])=[CH:14][CH:13]=1)=[O:11].[C:20](OC(=O)C)(=[O:22])[CH3:21].N1C=CC=CC=1, predict the reaction product. The product is: [C:20]([O:1][C:2]1[CH:7]=[C:6]([CH3:8])[CH:5]=[C:4]([F:9])[C:3]=1[C:10](=[O:11])[C:12]1[CH:17]=[CH:16][C:15]([O:18][CH3:19])=[CH:14][CH:13]=1)(=[O:22])[CH3:21]. (4) Given the reactants [I:1][C:2]1[CH:7]=[C:6]([N+:8]([O-:10])=[O:9])[CH:5]=[C:4]([O:11]C)[CH:3]=1, predict the reaction product. The product is: [I:1][C:2]1[CH:3]=[C:4]([OH:11])[CH:5]=[C:6]([N+:8]([O-:10])=[O:9])[CH:7]=1.